From a dataset of NCI-60 drug combinations with 297,098 pairs across 59 cell lines. Regression. Given two drug SMILES strings and cell line genomic features, predict the synergy score measuring deviation from expected non-interaction effect. Drug 1: CC1=C(C=C(C=C1)NC(=O)C2=CC=C(C=C2)CN3CCN(CC3)C)NC4=NC=CC(=N4)C5=CN=CC=C5. Drug 2: CC12CCC3C(C1CCC2O)C(CC4=C3C=CC(=C4)O)CCCCCCCCCS(=O)CCCC(C(F)(F)F)(F)F. Cell line: MDA-MB-435. Synergy scores: CSS=-3.42, Synergy_ZIP=2.54, Synergy_Bliss=1.68, Synergy_Loewe=-2.48, Synergy_HSA=-1.70.